This data is from NCI-60 drug combinations with 297,098 pairs across 59 cell lines. The task is: Regression. Given two drug SMILES strings and cell line genomic features, predict the synergy score measuring deviation from expected non-interaction effect. (1) Drug 1: CC1C(C(CC(O1)OC2CC(CC3=C2C(=C4C(=C3O)C(=O)C5=C(C4=O)C(=CC=C5)OC)O)(C(=O)C)O)N)O.Cl. Drug 2: CC1=CC=C(C=C1)C2=CC(=NN2C3=CC=C(C=C3)S(=O)(=O)N)C(F)(F)F. Cell line: RXF 393. Synergy scores: CSS=8.30, Synergy_ZIP=-5.01, Synergy_Bliss=-1.50, Synergy_Loewe=-13.9, Synergy_HSA=-1.22. (2) Drug 1: C1CCN(CC1)CCOC2=CC=C(C=C2)C(=O)C3=C(SC4=C3C=CC(=C4)O)C5=CC=C(C=C5)O. Drug 2: C1CCC(CC1)NC(=O)N(CCCl)N=O. Cell line: IGROV1. Synergy scores: CSS=6.23, Synergy_ZIP=-4.41, Synergy_Bliss=-2.32, Synergy_Loewe=-4.18, Synergy_HSA=-3.05. (3) Drug 1: C1C(C(OC1N2C=NC3=C(N=C(N=C32)Cl)N)CO)O. Drug 2: CS(=O)(=O)CCNCC1=CC=C(O1)C2=CC3=C(C=C2)N=CN=C3NC4=CC(=C(C=C4)OCC5=CC(=CC=C5)F)Cl. Cell line: U251. Synergy scores: CSS=2.58, Synergy_ZIP=-6.65, Synergy_Bliss=-6.66, Synergy_Loewe=-13.3, Synergy_HSA=-7.03. (4) Drug 1: C1=C(C(=O)NC(=O)N1)N(CCCl)CCCl. Drug 2: C#CCC(CC1=CN=C2C(=N1)C(=NC(=N2)N)N)C3=CC=C(C=C3)C(=O)NC(CCC(=O)O)C(=O)O. Cell line: NCI-H226. Synergy scores: CSS=17.5, Synergy_ZIP=-0.607, Synergy_Bliss=4.42, Synergy_Loewe=3.50, Synergy_HSA=3.95. (5) Drug 1: CCC(=C(C1=CC=CC=C1)C2=CC=C(C=C2)OCCN(C)C)C3=CC=CC=C3.C(C(=O)O)C(CC(=O)O)(C(=O)O)O. Drug 2: C1=NC2=C(N1)C(=S)N=CN2. Cell line: MALME-3M. Synergy scores: CSS=14.4, Synergy_ZIP=-3.63, Synergy_Bliss=-1.88, Synergy_Loewe=-15.7, Synergy_HSA=-3.95. (6) Drug 1: CCCCC(=O)OCC(=O)C1(CC(C2=C(C1)C(=C3C(=C2O)C(=O)C4=C(C3=O)C=CC=C4OC)O)OC5CC(C(C(O5)C)O)NC(=O)C(F)(F)F)O. Drug 2: C(CN)CNCCSP(=O)(O)O. Cell line: RPMI-8226. Synergy scores: CSS=38.9, Synergy_ZIP=-0.440, Synergy_Bliss=-1.65, Synergy_Loewe=-45.1, Synergy_HSA=-1.89. (7) Drug 1: COC1=C(C=C2C(=C1)N=CN=C2NC3=CC(=C(C=C3)F)Cl)OCCCN4CCOCC4. Drug 2: C1=NC2=C(N1)C(=S)N=CN2. Cell line: SK-MEL-5. Synergy scores: CSS=30.7, Synergy_ZIP=-4.45, Synergy_Bliss=-0.104, Synergy_Loewe=0.662, Synergy_HSA=2.95.